From a dataset of Full USPTO retrosynthesis dataset with 1.9M reactions from patents (1976-2016). Predict the reactants needed to synthesize the given product. (1) Given the product [C:1]([C:3]1[C:4]([N:18]2[CH2:19][CH:20]([C:22]([NH:37][S:34]([CH2:33][C:27]3[CH:28]=[CH:29][C:30]([Cl:32])=[CH:31][C:26]=3[Cl:25])(=[O:35])=[O:36])=[O:24])[CH2:21]2)=[N:5][C:6]([C:14]([F:16])([F:15])[F:17])=[C:7]([CH:8]=1)[C:9]([O:11][CH2:12][CH3:13])=[O:10])#[N:2], predict the reactants needed to synthesize it. The reactants are: [C:1]([C:3]1[C:4]([N:18]2[CH2:21][CH:20]([C:22]([OH:24])=O)[CH2:19]2)=[N:5][C:6]([C:14]([F:17])([F:16])[F:15])=[C:7]([C:9]([O:11][CH2:12][CH3:13])=[O:10])[CH:8]=1)#[N:2].[Cl:25][C:26]1[CH:31]=[C:30]([Cl:32])[CH:29]=[CH:28][C:27]=1[CH2:33][S:34]([NH2:37])(=[O:36])=[O:35]. (2) The reactants are: C1(O[C:8](=[O:29])[NH:9][C:10]2[S:14][N:13]=[C:12]([O:15][CH2:16][C:17]3[C:22]([F:23])=[CH:21][C:20]([CH3:24])=[CH:19][C:18]=3[F:25])[C:11]=2[C:26](=[O:28])[NH2:27])C=CC=CC=1.[CH3:30][N:31]([CH3:36])[CH2:32][CH2:33][CH2:34][NH2:35]. Given the product [F:23][C:22]1[CH:21]=[C:20]([CH3:24])[CH:19]=[C:18]([F:25])[C:17]=1[CH2:16][O:15][C:12]1[C:11]([C:26]([NH2:27])=[O:28])=[C:10]([NH:9][C:8]([NH:35][CH2:34][CH2:33][CH2:32][N:31]([CH3:36])[CH3:30])=[O:29])[S:14][N:13]=1, predict the reactants needed to synthesize it. (3) Given the product [Br:25][C:5]1[CH:4]=[C:3]([O:21][CH:22]([CH3:24])[CH3:23])[C:2]([Cl:1])=[C:11]2[C:6]=1[CH2:7][CH2:8][NH:9][C:10]2=[O:12], predict the reactants needed to synthesize it. The reactants are: [Cl:1][C:2]1[C:3]([O:21][CH:22]([CH3:24])[CH3:23])=[CH:4][C:5](NC(=O)OC(C)(C)C)=[C:6]2[C:11]=1[C:10](=[O:12])[NH:9][CH2:8][CH2:7]2.[BrH:25].N([O-])=O.[Na+].C([O-])(O)=O.[Na+]. (4) Given the product [I:24][C:8]1[CH:9]=[C:10]2[C:5](=[CH:6][CH:7]=1)[N:4]([CH:11]1[CH2:16][CH2:15][N:14]([CH3:17])[CH2:13][CH2:12]1)[CH2:3][C:2]2([CH3:18])[CH3:1], predict the reactants needed to synthesize it. The reactants are: [CH3:1][C:2]1([CH3:18])[C:10]2[C:5](=[CH:6][CH:7]=[CH:8][CH:9]=2)[N:4]([CH:11]2[CH2:16][CH2:15][N:14]([CH3:17])[CH2:13][CH2:12]2)[CH2:3]1.C([O-])([O-])=O.[Ca+2].[I:24](Cl)(=O)=O.I(Cl)(=O)=O.C([N+](C)(C)C)C1C=CC=CC=1. (5) Given the product [CH2:1]([O:3][C:4](=[O:23])[C:5]1[CH:10]=[CH:9][CH:8]=[C:7]([S:11][C:12]2[C:20]3[C:15](=[CH:16][C:17]([Cl:21])=[CH:18][CH:19]=3)[N:14]([C:25]3[C:26]([CH3:31])=[N:27][N:28]([CH3:30])[CH:29]=3)[C:13]=2[CH3:22])[CH:6]=1)[CH3:2], predict the reactants needed to synthesize it. The reactants are: [CH2:1]([O:3][C:4](=[O:23])[C:5]1[CH:10]=[CH:9][CH:8]=[C:7]([S:11][C:12]2[C:20]3[C:15](=[CH:16][C:17]([Cl:21])=[CH:18][CH:19]=3)[NH:14][C:13]=2[CH3:22])[CH:6]=1)[CH3:2].Br[C:25]1[C:26]([CH3:31])=[N:27][N:28]([CH3:30])[CH:29]=1.